This data is from Blood-brain barrier permeability classification from the B3DB database. The task is: Regression/Classification. Given a drug SMILES string, predict its absorption, distribution, metabolism, or excretion properties. Task type varies by dataset: regression for continuous measurements (e.g., permeability, clearance, half-life) or binary classification for categorical outcomes (e.g., BBB penetration, CYP inhibition). Dataset: b3db_classification. (1) The molecule is C[C@]12C[C@H](O)[C@H]3[C@@H](CCC4=CC(=O)C=C[C@@]43C)[C@@H]1CC[C@]2(O)C(=O)COC(=O)CCC(=O)O. The result is 1 (penetrates BBB). (2) The drug is CC1(C(=O)O)CCC2(C)CCC3(C)C(=CC(=O)C4C5(C)CCC(O)C(C)(C)C5CCC43C)C2C1. The result is 0 (does not penetrate BBB). (3) The molecule is CN1[C@@H](CSCC(F)(F)F)Nc2cc(Cl)c(S(N)(=O)=O)cc2S1(=O)=O. The result is 0 (does not penetrate BBB). (4) The drug is OCCN1CCN(CC/C=C2\c3ccccc3Sc3ccc(C(F)(F)F)cc32)CC1. The result is 1 (penetrates BBB). (5) The molecule is CCN(CC)C(=O)COc1cc2c(O)c3c(O)c(C)c4c(c13)C(=O)[C@@](C)(O/C=C/[C@H](OC)[C@@H](C)[C@@H](OC(C)=O)[C@H](C)[C@H](O)[C@H](C)[C@@H](O)[C@@H](C)/C=C/C=C(/C)C(=O)N2)O4. The result is 0 (does not penetrate BBB). (6) The drug is CCC12CCN(CC3CC3)C(Cc3ccc(O)cc31)C2(C)C. The result is 1 (penetrates BBB). (7) The compound is CC(C)(C)S(=O)(=O)CC(Cc1ccccc1)C(=O)NC(Cc1cnc[nH]1)C(=O)NC(CC1CCCCC1)C(O)C(O)C1CC1. The result is 0 (does not penetrate BBB). (8) The molecule is CC[C@H]1OC(=O)[C@H](C)[C@@H](OC2CC(C)(OC)C(O)C(C)O2)C(C)[C@@H](OC2OC(C)CC(N(C)C)C2O)[C@](C)(O)C[C@@H](C)/C(=N/OC)[C@H](C)[C@@H](O)[C@]1(C)O. The result is 0 (does not penetrate BBB).